This data is from Full USPTO retrosynthesis dataset with 1.9M reactions from patents (1976-2016). The task is: Predict the reactants needed to synthesize the given product. (1) Given the product [F:1][C:2]1[CH:3]=[N:4][C:5]([N:12]2[CH2:15][CH:14]([O:16][C:26]3[CH:25]=[CH:24][CH:23]=[C:22]([F:21])[CH:27]=3)[CH2:13]2)=[C:6]([CH:11]=1)[C:7]([OH:9])=[O:8], predict the reactants needed to synthesize it. The reactants are: [F:1][C:2]1[CH:3]=[N:4][C:5]([N:12]2[CH2:15][CH:14]([O:16]S(C)(=O)=O)[CH2:13]2)=[C:6]([CH:11]=1)[C:7]([O:9]C)=[O:8].[F:21][C:22]1[CH:23]=[C:24](O)[CH:25]=[CH:26][CH:27]=1. (2) The reactants are: Br[C:2]1[CH:3]=[N:4][CH:5]=[C:6]2[C:11]=1[N:10]=[C:9]([C:12]([NH:14][CH2:15][CH2:16][S:17]([CH3:20])(=[O:19])=[O:18])=[O:13])[CH:8]=[CH:7]2.[F:21][C:22]1[CH:27]=[CH:26][C:25](B(O)O)=[CH:24][CH:23]=1.C(=O)([O-])[O-].[Cs+].[Cs+]. Given the product [F:21][C:22]1[CH:27]=[CH:26][C:25]([C:2]2[CH:3]=[N:4][CH:5]=[C:6]3[C:11]=2[N:10]=[C:9]([C:12]([NH:14][CH2:15][CH2:16][S:17]([CH3:20])(=[O:19])=[O:18])=[O:13])[CH:8]=[CH:7]3)=[CH:24][CH:23]=1, predict the reactants needed to synthesize it. (3) Given the product [F:13][C:11]1[CH:12]=[C:3]([CH:4]=[C:5]([CH2:6][OH:7])[CH:10]=1)[C:1]#[N:2], predict the reactants needed to synthesize it. The reactants are: [C:1]([C:3]1[CH:4]=[C:5]([CH:10]=[C:11]([F:13])[CH:12]=1)[C:6](OC)=[O:7])#[N:2].C(O)C.[BH4-].[Li+]. (4) Given the product [CH3:19][O:1][C:2]1[CH:7]=[CH:6][N:5]([CH:8]([CH:13]([CH3:15])[CH3:14])[C:9]([F:11])([F:12])[F:10])[C:4](=[O:16])[C:3]=1[C:17]#[N:18], predict the reactants needed to synthesize it. The reactants are: [OH:1][C:2]1[CH:7]=[CH:6][N:5]([CH:8]([CH:13]([CH3:15])[CH3:14])[C:9]([F:12])([F:11])[F:10])[C:4](=[O:16])[C:3]=1[C:17]#[N:18].[C:19](=O)([O-])[O-].[K+].[K+].CI.O.